The task is: Predict the reactants needed to synthesize the given product.. This data is from Full USPTO retrosynthesis dataset with 1.9M reactions from patents (1976-2016). (1) Given the product [Cl:19][C:16]([F:17])([F:18])[O:15][C:12]1[CH:11]=[CH:10][C:9]([NH:8][C:6](=[O:7])[C:5]2[CH:20]=[C:21]([C:22]3[NH:26][N:25]=[CH:24][CH:23]=3)[C:2]([N:39]3[CH2:40][CH2:41][N:36]([CH2:35][CH2:34][F:33])[CH2:37][CH2:38]3)=[N:3][CH:4]=2)=[CH:14][CH:13]=1, predict the reactants needed to synthesize it. The reactants are: Cl[C:2]1[C:21]([C:22]2[N:26](C3CCCCO3)[N:25]=[CH:24][CH:23]=2)=[CH:20][C:5]([C:6]([NH:8][C:9]2[CH:14]=[CH:13][C:12]([O:15][C:16]([Cl:19])([F:18])[F:17])=[CH:11][CH:10]=2)=[O:7])=[CH:4][N:3]=1.[F:33][CH2:34][CH2:35][N:36]1[CH2:41][CH2:40][NH:39][CH2:38][CH2:37]1. (2) Given the product [Cl:17][C:18]1[CH:23]=[CH:22][C:21]([CH2:24][NH:25][C:26](=[O:31])[C:27]([CH3:30])([CH3:29])[CH3:28])=[CH:20][C:19]=1[N:32]1[C:9](=[O:10])[NH:8][C:6]([C:5]2[CH:11]=[CH:12][C:2]([Cl:1])=[C:3]([C:13]([F:16])([F:15])[F:14])[CH:4]=2)=[N:33]1, predict the reactants needed to synthesize it. The reactants are: [Cl:1][C:2]1[CH:12]=[CH:11][C:5]([C:6]([N:8]=[C:9]=[O:10])=O)=[CH:4][C:3]=1[C:13]([F:16])([F:15])[F:14].[Cl:17][C:18]1[CH:23]=[CH:22][C:21]([CH2:24][NH:25][C:26](=[O:31])[C:27]([CH3:30])([CH3:29])[CH3:28])=[CH:20][C:19]=1[NH:32][NH:33]C(OC(C)(C)C)=O.FC(F)(F)C(O)=O.